From a dataset of Reaction yield outcomes from USPTO patents with 853,638 reactions. Predict the reaction yield, written as a fraction of the theoretical maximum amount of product (1.0 means a 100% yield; for example, 0.34 means a 34% yield). (1) The reactants are [Br:1][C:2]1[CH:3]=[C:4](C(O)=O)[S:5][CH:6]=1.C1(P(N=[N+]=[N-])(C2C=CC=CC=2)=[O:17])C=CC=CC=1.C([N:29]([CH2:32]C)CC)C.[C:34]([OH:38])([CH3:37])([CH3:36])[CH3:35]. The catalyst is CCOC(C)=O. The product is [C:34]([O:38][C:32](=[O:17])[NH:29][C:4]1[S:5][CH:6]=[C:2]([Br:1])[CH:3]=1)([CH3:37])([CH3:36])[CH3:35]. The yield is 0.660. (2) The reactants are [C:1]([O:5][C:6]([NH:8][C@@:9]1([CH2:24][F:25])[CH:13]([CH3:14])[C:12](=O)[N:11]([C@@H:16]([C:18]2[CH:23]=[CH:22][CH:21]=[CH:20][CH:19]=2)[CH3:17])[CH2:10]1)=[O:7])([CH3:4])([CH3:3])[CH3:2].B. The catalyst is O1CCCC1. The product is [C:1]([O:5][C:6]([NH:8][C@@:9]1([CH2:24][F:25])[CH:13]([CH3:14])[CH2:12][N:11]([C@@H:16]([C:18]2[CH:19]=[CH:20][CH:21]=[CH:22][CH:23]=2)[CH3:17])[CH2:10]1)=[O:7])([CH3:2])([CH3:3])[CH3:4]. The yield is 0.750. (3) The reactants are [OH:1][C:2]1[CH:3]=[C:4]([CH:9]=[C:10]([OH:12])[CH:11]=1)[C:5]([O:7][CH3:8])=[O:6].[CH2:13](Br)[C:14]1[CH:19]=[CH:18][CH:17]=[CH:16][CH:15]=1.[C:21](=O)([O-])[O-].[K+].[K+].Cl. The catalyst is CN(C)C=O. The product is [CH2:13]([O:1][C:2]1[CH:3]=[C:4]([CH:9]=[C:10]([O:12][CH3:21])[CH:11]=1)[C:5]([O:7][CH3:8])=[O:6])[C:14]1[CH:19]=[CH:18][CH:17]=[CH:16][CH:15]=1. The yield is 0.380.